From a dataset of Reaction yield outcomes from USPTO patents with 853,638 reactions. Predict the reaction yield, written as a fraction of the theoretical maximum amount of product (1.0 means a 100% yield; for example, 0.34 means a 34% yield). (1) The reactants are C(O[C:4]([C:6]1[C:11](=[O:12])[N:10]([CH2:13][CH2:14][CH:15]([CH3:17])[CH3:16])[N:9]2[CH:18]=[CH:19][CH:20]=[C:8]2[C:7]=1[OH:21])=O)C.[NH2:22][C:23]1[CH:28]=[CH:27][C:26]([O:29][CH3:30])=[CH:25][C:24]=1[S:31]([NH2:34])(=[O:33])=[O:32]. The catalyst is C(O)C. The product is [OH:21][C:7]1[C:8]2[N:9]([CH:18]=[CH:19][CH:20]=2)[N:10]([CH2:13][CH2:14][CH:15]([CH3:16])[CH3:17])[C:11](=[O:12])[C:6]=1[C:4]1[NH:22][C:23]2[CH:28]=[CH:27][C:26]([O:29][CH3:30])=[CH:25][C:24]=2[S:31](=[O:32])(=[O:33])[N:34]=1. The yield is 0.470. (2) The product is [CH3:18][N:17]([CH3:21])[CH2:14][CH2:13][O:23][C:3]1[CH:8]=[C:7]([CH3:9])[N:6]=[C:5]([NH:10][C:11]2[CH:16]=[CH:15][C:14]([N:17]3[CH:21]=[C:20]([CH3:22])[N:19]=[CH:18]3)=[C:13]([O:23][CH3:24])[CH:12]=2)[N:4]=1. The reactants are [Na].Cl[C:3]1[CH:8]=[C:7]([CH3:9])[N:6]=[C:5]([NH:10][C:11]2[CH:16]=[CH:15][C:14]([N:17]3[CH:21]=[C:20]([CH3:22])[N:19]=[CH:18]3)=[C:13]([O:23][CH3:24])[CH:12]=2)[N:4]=1. The yield is 0.330. The catalyst is CN(C)CCO. (3) The reactants are CNCCNC.C(N(C(C)C)CC)(C)C.[Na+].[C:17]1([S:23]([O-:25])=[O:24])[CH:22]=[CH:21][CH:20]=[CH:19][CH:18]=1.[F:26][C:27]1[CH:28]=[CH:29][CH:30]=[C:31]2[C:36]=1[N:35]=[CH:34][C:33](I)=[CH:32]2. The catalyst is [Cu](I)I.O.CS(C)=O. The product is [F:26][C:27]1[CH:28]=[CH:29][CH:30]=[C:31]2[C:36]=1[N:35]=[CH:34][C:33]([S:23]([C:17]1[CH:22]=[CH:21][CH:20]=[CH:19][CH:18]=1)(=[O:25])=[O:24])=[CH:32]2. The yield is 0.750. (4) The reactants are [Cl:1][C:2]1[CH:3]=[CH:4][C:5]2[S:9][C:8]([S:10]([NH:13][C:14]3[CH:15]=[C:16]([CH:20]=[CH:21][CH:22]=3)[C:17]([OH:19])=[O:18])(=[O:12])=[O:11])=[C:7]([CH3:23])[C:6]=2[CH:24]=1.[CH2:25](O)[CH2:26][CH2:27][CH2:28][CH2:29][CH3:30]. No catalyst specified. The product is [Cl:1][C:2]1[CH:3]=[CH:4][C:5]2[S:9][C:8]([S:10]([NH:13][C:14]3[CH:15]=[C:16]([CH:20]=[CH:21][CH:22]=3)[C:17]([O:19][CH2:25][CH2:26][CH2:27][CH2:28][CH2:29][CH3:30])=[O:18])(=[O:12])=[O:11])=[C:7]([CH3:23])[C:6]=2[CH:24]=1. The yield is 0.710. (5) The reactants are [Cl:1][C:2]1[C:3](=[O:29])[N:4]([CH2:18][C:19]2[CH:28]=[CH:27][CH:26]=[C:25]3[C:20]=2[CH:21]=[CH:22][N:23]=[CH:24]3)[CH:5]=[CH:6][C:7]=1[O:8][CH2:9][C:10]1[CH:15]=[CH:14][C:13]([F:16])=[CH:12][C:11]=1[F:17].[BH3-]C#N.[Na+]. The catalyst is CC(O)=O.O.[OH-].[Na+]. The product is [Cl:1][C:2]1[C:3](=[O:29])[N:4]([CH2:18][C:19]2[CH:28]=[CH:27][CH:26]=[C:25]3[C:20]=2[CH2:21][CH2:22][NH:23][CH2:24]3)[CH:5]=[CH:6][C:7]=1[O:8][CH2:9][C:10]1[CH:15]=[CH:14][C:13]([F:16])=[CH:12][C:11]=1[F:17]. The yield is 0.920.